Dataset: Full USPTO retrosynthesis dataset with 1.9M reactions from patents (1976-2016). Task: Predict the reactants needed to synthesize the given product. (1) The reactants are: [OH-].[Na+].C(O)C.[F:6][C:7]1[CH:28]=[CH:27][C:10]([NH:11][C:12]2[CH:21]=[C:20]([C:22]3[S:23][CH:24]=[CH:25][CH:26]=3)[CH:19]=[CH:18][C:13]=2[C:14]([O:16]C)=[O:15])=[CH:9][CH:8]=1.Cl. Given the product [F:6][C:7]1[CH:28]=[CH:27][C:10]([NH:11][C:12]2[CH:21]=[C:20]([C:22]3[S:23][CH:24]=[CH:25][CH:26]=3)[CH:19]=[CH:18][C:13]=2[C:14]([OH:16])=[O:15])=[CH:9][CH:8]=1, predict the reactants needed to synthesize it. (2) Given the product [C:1]([C:5]1[CH:6]=[C:7]([NH:11][C:12]([CH:14]2[CH2:23][CH2:22][C:21]3[C:16](=[CH:17][C:18]([O:24][C:25]4[CH:30]=[CH:29][N:28]=[C:27]([C:31]5[NH:32][CH:33]=[C:34]([CH:36]=[O:37])[N:35]=5)[CH:26]=4)=[CH:19][CH:20]=3)[CH2:15]2)=[O:13])[CH:8]=[CH:9][CH:10]=1)([CH3:4])([CH3:2])[CH3:3], predict the reactants needed to synthesize it. The reactants are: [C:1]([C:5]1[CH:6]=[C:7]([NH:11][C:12]([CH:14]2[CH2:23][CH2:22][C:21]3[C:16](=[CH:17][C:18]([O:24][C:25]4[CH:30]=[CH:29][N:28]=[C:27]([C:31]5[NH:32][CH:33]=[C:34]([CH2:36][OH:37])[N:35]=5)[CH:26]=4)=[CH:19][CH:20]=3)[CH2:15]2)=[O:13])[CH:8]=[CH:9][CH:10]=1)([CH3:4])([CH3:3])[CH3:2].CC(OI1(OC(C)=O)(OC(C)=O)OC(=O)C2C=CC=CC1=2)=O.C([O-])(O)=O.[Na+].[O-]S([O-])=O.[Na+].[Na+]. (3) Given the product [CH2:1]([O:3][C:4]([C:6]1[CH:7]=[N:8][C:9]2[C:14]([C:15]=1[NH:31][C@H:28]1[CH2:29][CH2:30][N:26]([C:24]([O:23][C:19]([CH3:22])([CH3:21])[CH3:20])=[O:25])[CH2:27]1)=[CH:13][CH:12]=[CH:11][C:10]=2[O:17][CH3:18])=[O:5])[CH3:2], predict the reactants needed to synthesize it. The reactants are: [CH2:1]([O:3][C:4]([C:6]1[CH:7]=[N:8][C:9]2[C:14]([C:15]=1Cl)=[CH:13][CH:12]=[CH:11][C:10]=2[O:17][CH3:18])=[O:5])[CH3:2].[C:19]([O:23][C:24]([N:26]1[CH2:30][CH2:29][C@H:28]([NH2:31])[CH2:27]1)=[O:25])([CH3:22])([CH3:21])[CH3:20]. (4) Given the product [F:26][C:18]1[CH:19]=[C:20]([CH:24]=[CH:25][C:17]=1[C:2]1[CH:11]=[CH:10][C:9]2[C:4](=[CH:5][CH:6]=[C:7]([OH:13])[C:8]=2[F:12])[CH:3]=1)[C:21]([OH:23])=[O:22], predict the reactants needed to synthesize it. The reactants are: Br[C:2]1[CH:3]=[C:4]2[C:9](=[CH:10][CH:11]=1)[C:8]([F:12])=[C:7]([OH:13])[CH:6]=[CH:5]2.B([C:17]1[CH:25]=[CH:24][C:20]([C:21]([OH:23])=[O:22])=[CH:19][C:18]=1[F:26])(O)O.